From a dataset of NCI-60 drug combinations with 297,098 pairs across 59 cell lines. Regression. Given two drug SMILES strings and cell line genomic features, predict the synergy score measuring deviation from expected non-interaction effect. (1) Drug 1: CC12CCC3C(C1CCC2=O)CC(=C)C4=CC(=O)C=CC34C. Drug 2: CC1=C(C=C(C=C1)NC(=O)C2=CC=C(C=C2)CN3CCN(CC3)C)NC4=NC=CC(=N4)C5=CN=CC=C5. Cell line: K-562. Synergy scores: CSS=84.9, Synergy_ZIP=4.92, Synergy_Bliss=4.51, Synergy_Loewe=1.34, Synergy_HSA=5.21. (2) Drug 1: CCC1(CC2CC(C3=C(CCN(C2)C1)C4=CC=CC=C4N3)(C5=C(C=C6C(=C5)C78CCN9C7C(C=CC9)(C(C(C8N6C)(C(=O)OC)O)OC(=O)C)CC)OC)C(=O)OC)O.OS(=O)(=O)O. Drug 2: CN(CCCl)CCCl.Cl. Cell line: OVCAR-4. Synergy scores: CSS=2.66, Synergy_ZIP=-0.579, Synergy_Bliss=0.923, Synergy_Loewe=0.527, Synergy_HSA=0.0701. (3) Drug 1: C1=NC2=C(N=C(N=C2N1C3C(C(C(O3)CO)O)F)Cl)N. Drug 2: C1CC(=O)NC(=O)C1N2C(=O)C3=CC=CC=C3C2=O. Cell line: MDA-MB-435. Synergy scores: CSS=9.40, Synergy_ZIP=-4.26, Synergy_Bliss=-2.10, Synergy_Loewe=-14.6, Synergy_HSA=-4.00.